From a dataset of Forward reaction prediction with 1.9M reactions from USPTO patents (1976-2016). Predict the product of the given reaction. (1) Given the reactants C([N:8](CC1C=CC=CC=1)[CH:9]1[CH2:13][CH:12]([C:14]([O:16][CH2:17][CH3:18])=[O:15])[CH:11]([CH3:19])[CH2:10]1)C1C=CC=CC=1, predict the reaction product. The product is: [NH2:8][CH:9]1[CH2:13][CH:12]([C:14]([O:16][CH2:17][CH3:18])=[O:15])[CH:11]([CH3:19])[CH2:10]1. (2) Given the reactants [Cl:1][C:2]1[C:11]([C:12](O)=[O:13])=[C:10]([NH:15][CH2:16][C:17]2[CH:22]=[CH:21][C:20]([O:23][CH2:24]C)=[C:19]([Cl:26])[CH:18]=2)[C:9]2[C:4](=[CH:5][CH:6]=[C:7]([C:27]#[N:28])[CH:8]=2)[N:3]=1.[F:29][C:30]1[C:35]([OH:36])=[C:34]([F:37])[C:33]([F:38])=[C:32]([F:39])[C:31]=1[F:40].C1CCC(N=C=NC2CCCCC2)CC1.CCOC(C)=O, predict the reaction product. The product is: [Cl:1][C:2]1[C:11]([C:12]([O:36][C:35]2[C:30]([F:29])=[C:31]([F:40])[C:32]([F:39])=[C:33]([F:38])[C:34]=2[F:37])=[O:13])=[C:10]([NH:15][CH2:16][C:17]2[CH:22]=[CH:21][C:20]([O:23][CH3:24])=[C:19]([Cl:26])[CH:18]=2)[C:9]2[C:4](=[CH:5][CH:6]=[C:7]([C:27]#[N:28])[CH:8]=2)[N:3]=1. (3) Given the reactants Br[C:2]1[CH:7]=[CH:6][CH:5]=[C:4]([Br:8])[CH:3]=1.[CH3:9][N:10]1[CH:14]=[C:13](B2OC(C)(C)C(C)(C)O2)[CH:12]=[N:11]1.P([O-])([O-])([O-])=O.[K+].[K+].[K+], predict the reaction product. The product is: [Br:8][C:4]1[CH:3]=[C:2]([C:13]2[CH:12]=[N:11][N:10]([CH3:9])[CH:14]=2)[CH:7]=[CH:6][CH:5]=1. (4) Given the reactants [CH2:1]([N:5]1[C:9](=[O:10])[C:8](Cl)=[C:7]([C:12]2[CH:17]=[CH:16][CH:15]=[CH:14][CH:13]=2)[S:6]1(=[O:19])=[O:18])[CH2:2][CH2:3][CH3:4].[Cl:20][C:21]1[CH:22]=[C:23]([CH:25]=[CH:26][C:27]=1[N:28]1[CH2:33][CH2:32][O:31][CH2:30][CH2:29]1)[NH2:24], predict the reaction product. The product is: [CH2:1]([N:5]1[C:9](=[O:10])[C:8]([NH:24][C:23]2[CH:25]=[CH:26][C:27]([N:28]3[CH2:29][CH2:30][O:31][CH2:32][CH2:33]3)=[C:21]([Cl:20])[CH:22]=2)=[C:7]([C:12]2[CH:17]=[CH:16][CH:15]=[CH:14][CH:13]=2)[S:6]1(=[O:19])=[O:18])[CH2:2][CH2:3][CH3:4]. (5) Given the reactants [CH2:1]1[C:9]2[C:4](=[CH:5][CH:6]=[CH:7][CH:8]=2)[CH2:3][C:2]21[C:13](=[O:14])[NH:12][C:11](=[O:15])[NH:10]2.[Br:16]Br.O, predict the reaction product. The product is: [Br:16][C:6]1[CH:5]=[C:4]2[C:9](=[CH:8][CH:7]=1)[CH2:1][C:2]1([C:13](=[O:14])[NH:12][C:11](=[O:15])[NH:10]1)[CH2:3]2. (6) Given the reactants Cl[C:2]1[CH:7]=[CH:6][N:5]=[C:4]2[CH:8]=[C:9]([CH:11]=[O:12])[S:10][C:3]=12.[F:13][C:14]1[CH:19]=[C:18]([N+:20]([O-:22])=[O:21])[CH:17]=[CH:16][C:15]=1[OH:23].C([O-])([O-])=O.[K+].[K+].O(C1C=CC=CC=1)C1C=CC=CC=1, predict the reaction product. The product is: [F:13][C:14]1[CH:19]=[C:18]([N+:20]([O-:22])=[O:21])[CH:17]=[CH:16][C:15]=1[O:23][C:2]1[CH:7]=[CH:6][N:5]=[C:4]2[CH:8]=[C:9]([CH:11]=[O:12])[S:10][C:3]=12. (7) Given the reactants [CH3:1][C:2]1[N:3]=[CH:4][C:5]([C:8]([OH:10])=[O:9])=[N:6][CH:7]=1.CO[CH:13](OC)[N:14]([CH3:16])[CH3:15].[CH3:19]N(C)C=O, predict the reaction product. The product is: [CH3:19][O:9][C:8]([C:5]1[CH:4]=[N:3][C:2]([CH:1]=[CH:13][N:14]([CH3:16])[CH3:15])=[CH:7][N:6]=1)=[O:10]. (8) Given the reactants [N:1]#[C:2]Br.[NH2:4][C:5]1[C:10]([NH2:11])=[CH:9][CH:8]=[CH:7][C:6]=1OC.[OH-].[Na+], predict the reaction product. The product is: [NH2:1][C:2]1[NH:4][C:5]2[CH:6]=[CH:7][CH:8]=[CH:9][C:10]=2[N:11]=1.